Dataset: Forward reaction prediction with 1.9M reactions from USPTO patents (1976-2016). Task: Predict the product of the given reaction. (1) The product is: [CH3:16][C:12]1[N:11]=[C:10]([C:8](=[O:9])[CH2:18][C:17]#[N:19])[CH:15]=[CH:14][CH:13]=1. Given the reactants [Na].C(O)C.C(O[C:8]([C:10]1[CH:15]=[CH:14][CH:13]=[C:12]([CH3:16])[N:11]=1)=[O:9])C.[C:17](#[N:19])[CH3:18], predict the reaction product. (2) Given the reactants [F:1][C:2]1[CH:7]=[CH:6][C:5]([CH:8]([CH:32]2[CH2:37][CH2:36][N:35]([CH:38]([CH3:40])[CH3:39])[CH2:34][CH2:33]2)[CH2:9][N:10]2[CH2:15][CH2:14][N:13]([CH2:16][CH2:17][CH2:18][CH2:19][C:20]3[C:29]4[C:24](=[CH:25][CH:26]=[CH:27][CH:28]=4)[CH:23]=[CH:22][C:21]=3[O:30][CH3:31])[CH2:12][CH2:11]2)=[CH:4][CH:3]=1.[ClH:41].C(OCC)(=O)C, predict the reaction product. The product is: [ClH:41].[ClH:41].[ClH:41].[F:1][C:2]1[CH:3]=[CH:4][C:5]([CH:8]([CH:32]2[CH2:33][CH2:34][N:35]([CH:38]([CH3:40])[CH3:39])[CH2:36][CH2:37]2)[CH2:9][N:10]2[CH2:15][CH2:14][N:13]([CH2:16][CH2:17][CH2:18][CH2:19][C:20]3[C:29]4[C:24](=[CH:25][CH:26]=[CH:27][CH:28]=4)[CH:23]=[CH:22][C:21]=3[O:30][CH3:31])[CH2:12][CH2:11]2)=[CH:6][CH:7]=1. (3) Given the reactants CO[C:3](=[O:17])[C:4]1[CH:9]=[CH:8][CH:7]=[C:6]([C:10]([O:15][CH3:16])([O:13][CH3:14])[CH2:11][Br:12])[CH:5]=1.[C:18]([O:21][C:22]([CH3:25])([CH3:24])[CH3:23])(=[O:20])[CH3:19].[Li], predict the reaction product. The product is: [C:22]([O:21][C:18](=[O:20])[CH2:19][C:3](=[O:17])[C:4]1[CH:9]=[CH:8][CH:7]=[C:6]([C:10]([O:13][CH3:14])([O:15][CH3:16])[CH2:11][Br:12])[CH:5]=1)([CH3:25])([CH3:24])[CH3:23]. (4) Given the reactants [F:1][CH:2]([F:30])[O:3][C:4]1[CH:9]=[CH:8][C:7]([C@@H:10]([N:12]2[CH2:17][CH2:16][C@@:15]([C:22]3[CH:27]=[CH:26][C:25]([F:28])=[CH:24][CH:23]=3)([CH2:18][CH2:19][CH2:20]O)[O:14][C:13]2=[O:29])[CH3:11])=[CH:6][CH:5]=1.[CH3:31][S:32]([NH2:35])(=[O:34])=[O:33], predict the reaction product. The product is: [F:1][CH:2]([F:30])[O:3][C:4]1[CH:9]=[CH:8][C:7]([C@@H:10]([N:12]2[CH2:17][CH2:16][C@:15]([CH2:18][CH2:19][CH2:20][NH:35][S:32]([CH3:31])(=[O:34])=[O:33])([C:22]3[CH:27]=[CH:26][C:25]([F:28])=[CH:24][CH:23]=3)[O:14][C:13]2=[O:29])[CH3:11])=[CH:6][CH:5]=1. (5) Given the reactants [CH:1]1([CH2:4][NH:5][CH2:6][CH2:7][CH3:8])[CH2:3][CH2:2]1.C[Al](C)C.C([O:15][C:16]([C:18]1[N:22]2[CH:23]=[C:24]([Cl:35])[N:25]([C:26]3[C:31]([CH3:32])=[CH:30][C:29]([CH3:33])=[CH:28][C:27]=3[CH3:34])[C:21]2=[N:20][C:19]=1[CH3:36])=O)C.[C@H](O)(C([O-])=O)[C@@H](O)C([O-])=O.[Na+].[K+], predict the reaction product. The product is: [CH:1]1([CH2:4][N:5]([CH2:6][CH2:7][CH3:8])[C:16]([C:18]2[N:22]3[CH:23]=[C:24]([Cl:35])[N:25]([C:26]4[C:31]([CH3:32])=[CH:30][C:29]([CH3:33])=[CH:28][C:27]=4[CH3:34])[C:21]3=[N:20][C:19]=2[CH3:36])=[O:15])[CH2:3][CH2:2]1.